This data is from TCR-epitope binding with 47,182 pairs between 192 epitopes and 23,139 TCRs. The task is: Binary Classification. Given a T-cell receptor sequence (or CDR3 region) and an epitope sequence, predict whether binding occurs between them. (1) Result: 0 (the TCR does not bind to the epitope). The epitope is TFYLTNDVSFL. The TCR CDR3 sequence is CSVEGASGGAYNEQFF. (2) The epitope is VLWAHGFEL. The TCR CDR3 sequence is CASSLGWGGTEAFF. Result: 1 (the TCR binds to the epitope). (3) The epitope is GLCTLVAML. The TCR CDR3 sequence is CASSFNNEQFF. Result: 1 (the TCR binds to the epitope).